Dataset: Forward reaction prediction with 1.9M reactions from USPTO patents (1976-2016). Task: Predict the product of the given reaction. Given the reactants C[O:2][C:3](=[O:14])[CH2:4][C:5]1[CH:10]=[CH:9][C:8]([CH:11]2[CH2:13][CH2:12]2)=[CH:7][CH:6]=1.CO.[OH-].[Na+], predict the reaction product. The product is: [CH:11]1([C:8]2[CH:9]=[CH:10][C:5]([CH2:4][C:3]([OH:14])=[O:2])=[CH:6][CH:7]=2)[CH2:12][CH2:13]1.